This data is from Peptide-MHC class I binding affinity with 185,985 pairs from IEDB/IMGT. The task is: Regression. Given a peptide amino acid sequence and an MHC pseudo amino acid sequence, predict their binding affinity value. This is MHC class I binding data. (1) The peptide sequence is TFTYASALW. The MHC is HLA-A23:01 with pseudo-sequence HLA-A23:01. The binding affinity (normalized) is 0.377. (2) The peptide sequence is YVHEGVSYEV. The MHC is HLA-A02:06 with pseudo-sequence HLA-A02:06. The binding affinity (normalized) is 0.796. (3) The peptide sequence is RYQRMTGGY. The MHC is HLA-A01:01 with pseudo-sequence HLA-A01:01. The binding affinity (normalized) is 0.0847. (4) The binding affinity (normalized) is 0. The peptide sequence is ILALPILLAV. The MHC is H-2-Db with pseudo-sequence H-2-Db. (5) The peptide sequence is RMYIFFASFY. The MHC is HLA-A29:02 with pseudo-sequence HLA-A29:02. The binding affinity (normalized) is 0.581. (6) The peptide sequence is ETTNWLWTF. The MHC is HLA-C04:01 with pseudo-sequence HLA-C04:01. The binding affinity (normalized) is 0.213. (7) The peptide sequence is RIYSHIAPY. The MHC is HLA-A03:01 with pseudo-sequence HLA-A03:01. The binding affinity (normalized) is 0.680. (8) The MHC is HLA-A68:02 with pseudo-sequence HLA-A68:02. The binding affinity (normalized) is 0.0463. The peptide sequence is FLGPLLVLQA.